This data is from Reaction yield outcomes from USPTO patents with 853,638 reactions. The task is: Predict the reaction yield, written as a fraction of the theoretical maximum amount of product (1.0 means a 100% yield; for example, 0.34 means a 34% yield). The reactants are [Cl:1][C:2]1[CH:7]=[CH:6][C:5]([CH2:8][C:9](=[O:11])[CH3:10])=[CH:4][CH:3]=1.[BrH:12].BrBr.CC(C)=O. The catalyst is C(O)(=O)C. The product is [Br:12][CH2:10][C:9](=[O:11])[CH2:8][C:5]1[CH:4]=[CH:3][C:2]([Cl:1])=[CH:7][CH:6]=1. The yield is 0.690.